From a dataset of Peptide-MHC class I binding affinity with 185,985 pairs from IEDB/IMGT. Regression. Given a peptide amino acid sequence and an MHC pseudo amino acid sequence, predict their binding affinity value. This is MHC class I binding data. The peptide sequence is RRSQSPRRRR. The MHC is Patr-A0301 with pseudo-sequence Patr-A0301. The binding affinity (normalized) is 0.0130.